Task: Predict the product of the given reaction.. Dataset: Forward reaction prediction with 1.9M reactions from USPTO patents (1976-2016) (1) The product is: [NH2:38][C:37]1[S:39]/[C:33](=[CH:14]\[C:11]2[CH:12]=[C:13]3[C:8](=[CH:9][CH:10]=2)[N:7]=[CH:6][C:5]([C:16]#[N:17])=[C:4]3[S:3][CH2:1][CH3:2])/[C:34](=[O:35])[N:36]=1. Given the reactants [CH2:1]([S:3][C:4]1[C:13]2[C:8](=[CH:9][CH:10]=[C:11]([CH:14]=O)[CH:12]=2)[N:7]=[CH:6][C:5]=1[C:16]#[N:17])[CH3:2].COC1C=CC(/C=[C:33]2/[C:34]([NH:36][C:37]([S:39]/2)=[NH:38])=[O:35])=CC=1OC1CCCC1.C([O-])(=O)C.[Na+], predict the reaction product. (2) Given the reactants [F:1][C:2]([F:18])([F:17])[O:3][C:4]1[CH:16]=[CH:15][C:7]([O:8][CH:9]2[CH2:14][CH2:13][NH:12][CH2:11][CH2:10]2)=[CH:6][CH:5]=1.[C:19]1(=O)[CH2:24][CH2:23][C:22](=[O:25])[CH2:21][CH2:20]1.C(N(CC)CC)C.O.[C:35]1([CH3:45])[CH:40]=[CH:39][C:38]([S:41]([OH:44])(=[O:43])=[O:42])=[CH:37][CH:36]=1, predict the reaction product. The product is: [C:35]1([CH3:45])[CH:36]=[CH:37][C:38]([S:41]([OH:44])(=[O:42])=[O:43])=[CH:39][CH:40]=1.[OH:25][C:22]1[CH:23]=[CH:24][C:19]([N:12]2[CH2:11][CH2:10][CH:9]([O:8][C:7]3[CH:15]=[CH:16][C:4]([O:3][C:2]([F:1])([F:17])[F:18])=[CH:5][CH:6]=3)[CH2:14][CH2:13]2)=[CH:20][CH:21]=1.